Dataset: Forward reaction prediction with 1.9M reactions from USPTO patents (1976-2016). Task: Predict the product of the given reaction. (1) Given the reactants [Br:1][C:2]1[CH:7]=[CH:6][N:5]2[C:8](=[O:19])[N:9]([CH2:11][O:12][CH2:13][CH2:14][Si:15]([CH3:18])([CH3:17])[CH3:16])[N:10]=[C:4]2[C:3]=1[O:20][CH2:21]OCC[Si](C)(C)C.C(=O)([O-])[O-].[Cs+].[Cs+].IC.CCOC(C)=O, predict the reaction product. The product is: [Br:1][C:2]1[CH:7]=[CH:6][N:5]2[C:8](=[O:19])[N:9]([CH2:11][O:12][CH2:13][CH2:14][Si:15]([CH3:16])([CH3:17])[CH3:18])[N:10]=[C:4]2[C:3]=1[O:20][CH3:21]. (2) Given the reactants Cl.[CH3:2][NH:3][CH3:4].[NH:5]1[C:13]2[C:8](=[N:9][CH:10]=[CH:11][CH:12]=2)[CH:7]=[CH:6]1.[CH:14](O)(C)C, predict the reaction product. The product is: [CH3:2][N:3]([CH3:14])[CH2:4][C:7]1[C:8]2=[N:9][CH:10]=[CH:11][CH:12]=[C:13]2[NH:5][CH:6]=1. (3) Given the reactants [C:1]([N:5]1[C:9]([CH2:10][CH2:11][CH:12]=O)=[CH:8][C:7]([CH2:14][CH2:15][CH3:16])=[N:6]1)([CH3:4])([CH3:3])[CH3:2].[Cl:17][C:18]1[CH:19]=[C:20]([N:25]2[CH2:30][CH2:29][NH:28][CH2:27][CH2:26]2)[CH:21]=[CH:22][C:23]=1[Cl:24].CCN(C(C)C)C(C)C.[BH-](OC(C)=O)(OC(C)=O)OC(C)=O.[Na+], predict the reaction product. The product is: [C:1]([N:5]1[C:9]([CH2:10][CH2:11][CH2:12][N:28]2[CH2:27][CH2:26][N:25]([C:20]3[CH:21]=[CH:22][C:23]([Cl:24])=[C:18]([Cl:17])[CH:19]=3)[CH2:30][CH2:29]2)=[CH:8][C:7]([CH2:14][CH2:15][CH3:16])=[N:6]1)([CH3:4])([CH3:3])[CH3:2]. (4) Given the reactants C(OC([N:8]1[CH2:13][CH2:12][CH:11]([NH:14][C:15]2[CH:20]=[CH:19][C:18]([S:21]([C:24]3[CH:29]=[CH:28][C:27]([F:30])=[CH:26][CH:25]=3)(=[O:23])=[O:22])=[CH:17][CH:16]=2)[CH2:10][CH2:9]1)=O)(C)(C)C.[ClH:31], predict the reaction product. The product is: [ClH:31].[F:30][C:27]1[CH:26]=[CH:25][C:24]([S:21]([C:18]2[CH:19]=[CH:20][C:15]([NH:14][CH:11]3[CH2:12][CH2:13][NH:8][CH2:9][CH2:10]3)=[CH:16][CH:17]=2)(=[O:23])=[O:22])=[CH:29][CH:28]=1.[ClH:31]. (5) The product is: [O:11]=[C:10]1[CH2:15][CH2:16][C:7]([CH:4]2[CH2:3][CH2:2][O:1][CH2:6][CH2:5]2)([C:17]#[N:18])[CH2:8][CH2:9]1. Given the reactants [O:1]1[CH2:6][CH2:5][CH:4]([C:7]2([C:17]#[N:18])[CH2:16][CH2:15][C:10]3(OCC[O:11]3)[CH2:9][CH2:8]2)[CH2:3][CH2:2]1.C(=O)(O)[O-].[Na+], predict the reaction product. (6) The product is: [Cl:33][C:20]1[C:21]([O:23][C:24]2[CH:29]=[CH:28][CH:27]=[CH:26][C:25]=2[N+:30]([O-:32])=[O:31])=[CH:22][C:17]([N:16]2[C:15](=[O:35])[CH:14]=[C:13]([C:36]([F:38])([F:39])[F:37])[N:12]=[C:11]2[O:1][N:2]=[C:3]([O:5][CH2:6][CH3:7])[CH3:4])=[C:18]([F:34])[CH:19]=1. Given the reactants [OH:1][N:2]=[C:3]([O:5][CH2:6][CH3:7])[CH3:4].[H-].[Na+].Cl[C:11]1[N:16]([C:17]2[CH:22]=[C:21]([O:23][C:24]3[CH:29]=[CH:28][CH:27]=[CH:26][C:25]=3[N+:30]([O-:32])=[O:31])[C:20]([Cl:33])=[CH:19][C:18]=2[F:34])[C:15](=[O:35])[CH:14]=[C:13]([C:36]([F:39])([F:38])[F:37])[N:12]=1.O, predict the reaction product. (7) Given the reactants [CH3:1][C:2]([CH3:33])([CH3:32])[C:3](=[O:31])[CH2:4][O:5][C:6]1[CH:11]=[CH:10][C:9]([C:12]([C:17]2[CH:18]=[CH:19][C:20]3[O:24][C:23]([C:25](O)=[O:26])=[C:22]([CH3:28])[C:21]=3[CH:29]=2)([CH2:15][CH3:16])[CH2:13][CH3:14])=[CH:8][C:7]=1[CH3:30].C(Cl)CCl.Cl.C[O:40][C:41](=[O:44])[CH2:42][NH2:43], predict the reaction product. The product is: [CH3:33][C:2]([CH3:1])([CH3:32])[C:3](=[O:31])[CH2:4][O:5][C:6]1[CH:11]=[CH:10][C:9]([C:12]([C:17]2[CH:18]=[CH:19][C:20]3[O:24][C:23]([C:25]([NH:43][CH2:42][C:41]([OH:40])=[O:44])=[O:26])=[C:22]([CH3:28])[C:21]=3[CH:29]=2)([CH2:15][CH3:16])[CH2:13][CH3:14])=[CH:8][C:7]=1[CH3:30]. (8) Given the reactants [CH3:1][C:2]1[N:29]=[C:5]2[NH:6][C:7](=[O:28])[C:8]([CH2:13][C:14]3[CH:19]=[CH:18][C:17]([C:20]4[C:21]([C:26]#[N:27])=[CH:22][CH:23]=[CH:24][CH:25]=4)=[CH:16][CH:15]=3)=[C:9]([CH2:10][CH2:11][CH3:12])[N:4]2[N:3]=1.[C:30]1([C:36]2([CH2:39]O)[CH2:38][CH2:37]2)[CH:35]=[CH:34][CH:33]=[CH:32][CH:31]=1.C(P(CCCC)CCCC)CCC.N(C(N1CCCCC1)=O)=NC(N1CCCCC1)=O, predict the reaction product. The product is: [CH3:1][C:2]1[N:29]=[C:5]2[N:6]([CH2:39][C:36]3([C:30]4[CH:35]=[CH:34][CH:33]=[CH:32][CH:31]=4)[CH2:38][CH2:37]3)[C:7](=[O:28])[C:8]([CH2:13][C:14]3[CH:19]=[CH:18][C:17]([C:20]4[C:21]([C:26]#[N:27])=[CH:22][CH:23]=[CH:24][CH:25]=4)=[CH:16][CH:15]=3)=[C:9]([CH2:10][CH2:11][CH3:12])[N:4]2[N:3]=1. (9) Given the reactants C([O:3][C:4](=[O:31])[C@H:5]([CH3:30])[CH2:6][C@H:7]([NH:21][C:22](=[O:29])[CH2:23][C:24]1[S:25][CH:26]=[CH:27][CH:28]=1)[CH2:8][C:9]1[CH:14]=[CH:13][C:12]([C:15]2[CH:20]=[CH:19][CH:18]=[CH:17][CH:16]=2)=[CH:11][CH:10]=1)C.[OH-].[Na+].C(OCC)(=O)C, predict the reaction product. The product is: [C:12]1([C:15]2[CH:16]=[CH:17][CH:18]=[CH:19][CH:20]=2)[CH:11]=[CH:10][C:9]([CH2:8][C@@H:7]([NH:21][C:22](=[O:29])[CH2:23][C:24]2[S:25][CH:26]=[CH:27][CH:28]=2)[CH2:6][C@@H:5]([CH3:30])[C:4]([OH:31])=[O:3])=[CH:14][CH:13]=1.